This data is from Reaction yield outcomes from USPTO patents with 853,638 reactions. The task is: Predict the reaction yield, written as a fraction of the theoretical maximum amount of product (1.0 means a 100% yield; for example, 0.34 means a 34% yield). (1) The reactants are Br[C:2]1[CH:7]=[CH:6][C:5]([N:8]2[C:12]([CH2:13][C@@H:14]3[CH2:18][CH2:17][N:16]([C:19]([CH:21]4[CH2:23][CH2:22]4)=[O:20])[CH2:15]3)=[N:11][NH:10][C:9]2=[O:24])=[CH:4][CH:3]=1.[N:25]1[CH:26]=[CH:27][N:28]2[CH:33]=[CH:32][C:31](B(O)O)=[CH:30][C:29]=12.P([O-])([O-])([O-])=O.[K+].[K+].[K+]. The catalyst is C(O)C.O.C1C=CC([P]([Pd]([P](C2C=CC=CC=2)(C2C=CC=CC=2)C2C=CC=CC=2)([P](C2C=CC=CC=2)(C2C=CC=CC=2)C2C=CC=CC=2)[P](C2C=CC=CC=2)(C2C=CC=CC=2)C2C=CC=CC=2)(C2C=CC=CC=2)C2C=CC=CC=2)=CC=1. The product is [CH:21]1([C:19]([N:16]2[CH2:17][CH2:18][C@@H:14]([CH2:13][C:12]3[N:8]([C:5]4[CH:6]=[CH:7][C:2]([C:31]5[CH:32]=[CH:33][N:28]6[CH:27]=[CH:26][N:25]=[C:29]6[CH:30]=5)=[CH:3][CH:4]=4)[C:9](=[O:24])[NH:10][N:11]=3)[CH2:15]2)=[O:20])[CH2:23][CH2:22]1. The yield is 0.486. (2) The reactants are [CH3:1][O:2][C:3]1[CH:4]=[C:5]2[C:10](=[CH:11][C:12]=1[O:13][CH3:14])[N:9]=[CH:8][CH:7]=[C:6]2[O:15][C:16]1[CH:21]=[CH:20][C:19]([CH3:22])=[C:18]([CH3:23])[CH:17]=1.[ClH:24].CO. No catalyst specified. The product is [ClH:24].[CH3:1][O:2][C:3]1[CH:4]=[C:5]2[C:10](=[CH:11][C:12]=1[O:13][CH3:14])[N:9]=[CH:8][CH:7]=[C:6]2[O:15][C:16]1[CH:21]=[CH:20][C:19]([CH3:22])=[C:18]([CH3:23])[CH:17]=1. The yield is 0.870. (3) The reactants are [Br:1][C:2]1[C:3]([F:9])=[C:4]([NH2:8])[CH:5]=[CH:6][CH:7]=1.[O:10]=[C:11]([CH3:17])[CH2:12][C:13](OC)=[O:14]. The product is [Br:1][C:2]1[C:3]([F:9])=[C:4]([NH:8][C:13](=[O:14])[CH2:12][C:11](=[O:10])[CH3:17])[CH:5]=[CH:6][CH:7]=1. The catalyst is C1(C)C=CC=CC=1. The yield is 0.360. (4) The reactants are [OH:1][C:2]1[CH:3]=[CH:4][C:5]([CH:8]=[C:9]2[NH:14][C:13](=[O:15])[C:12](=[CH:16][CH2:17][C:18]3[CH:23]=[CH:22][CH:21]=[CH:20]C=3)[NH:11][C:10]2=[O:24])=[N:6][CH:7]=1.Br[CH2:26][C:27]1[CH:32]=[CH:31][N:30]=[CH:29][CH:28]=1.C(=O)([O-])[O-].[Na+].[Na+]. The catalyst is CN(C=O)C. The product is [CH:16](=[C:12]1[NH:11][C:10](=[O:24])[C:9](=[CH:8][C:5]2[CH:4]=[CH:3][C:2]([O:1][CH2:26][C:27]3[CH:32]=[CH:31][N:30]=[CH:29][CH:28]=3)=[CH:7][N:6]=2)[NH:14][C:13]1=[O:15])[C:17]1[CH:18]=[CH:23][CH:22]=[CH:21][CH:20]=1. The yield is 0.300. (5) The catalyst is C(O)(=O)C.[Zn]. The reactants are [Cl:1][C:2]1[CH:20]=[CH:19][C:18]([N+:21]([O-])=O)=[CH:17][C:3]=1[C:4]([NH:6][C:7]1[CH:12]=[C:11]([Cl:13])[CH:10]=[CH:9][C:8]=1[N+:14]([O-])=O)=O. The product is [Cl:1][C:2]1[CH:20]=[CH:19][C:18]([NH2:21])=[CH:17][C:3]=1[C:4]1[NH:14][C:8]2[CH:9]=[CH:10][C:11]([Cl:13])=[CH:12][C:7]=2[N:6]=1. The yield is 0.160. (6) The reactants are [CH:1]([C:4]1[C:5]([O:33]CC=C)=[CH:6][C:7]([O:29]CC=C)=[C:8]([C:10]2[N:11]([C:16]3[CH:21]=[CH:20][C:19]([CH2:22][N:23]4[CH2:28][CH2:27][O:26][CH2:25][CH2:24]4)=[CH:18][CH:17]=3)[C:12]([OH:15])=[N:13][N:14]=2)[CH:9]=1)([CH3:3])[CH3:2].C(=O)([O-])[O-].[K+].[K+]. The catalyst is [Pd].C1(P(C2C=CC=CC=2)C2C=CC=CC=2)C=CC=CC=1.C1(P(C2C=CC=CC=2)C2C=CC=CC=2)C=CC=CC=1.C1(P(C2C=CC=CC=2)C2C=CC=CC=2)C=CC=CC=1.C1(P(C2C=CC=CC=2)C2C=CC=CC=2)C=CC=CC=1.CO. The product is [OH:15][C:12]1[N:11]([C:16]2[CH:17]=[CH:18][C:19]([CH2:22][N:23]3[CH2:24][CH2:25][O:26][CH2:27][CH2:28]3)=[CH:20][CH:21]=2)[C:10]([C:8]2[CH:9]=[C:4]([CH:1]([CH3:3])[CH3:2])[C:5]([OH:33])=[CH:6][C:7]=2[OH:29])=[N:14][N:13]=1. The yield is 0.140.